Dataset: CYP2C19 inhibition data for predicting drug metabolism from PubChem BioAssay. Task: Regression/Classification. Given a drug SMILES string, predict its absorption, distribution, metabolism, or excretion properties. Task type varies by dataset: regression for continuous measurements (e.g., permeability, clearance, half-life) or binary classification for categorical outcomes (e.g., BBB penetration, CYP inhibition). Dataset: cyp2c19_veith. The drug is O=[N+]([O-])c1cc(Cl)cc2c1nc(NCCO)c1ccccc12. The result is 0 (non-inhibitor).